Dataset: Tyrosyl-DNA phosphodiesterase HTS with 341,365 compounds. Task: Binary Classification. Given a drug SMILES string, predict its activity (active/inactive) in a high-throughput screening assay against a specified biological target. (1) The molecule is Fc1ccc(C(N(c2ccc(C(C)C)cc2)C(=O)/C=C\C(=O)Nc2ccc(OC)cc2)C(=O)NCc2occc2)cc1. The result is 0 (inactive). (2) The molecule is Clc1cc(NC(=S)N)cc(Cl)c1. The result is 0 (inactive). (3) The drug is o1c2c([nH]c(=O)n(c2=O)c2ccc(cc2)C)c2c1cccc2. The result is 0 (inactive).